Dataset: Reaction yield outcomes from USPTO patents with 853,638 reactions. Task: Predict the reaction yield, written as a fraction of the theoretical maximum amount of product (1.0 means a 100% yield; for example, 0.34 means a 34% yield). (1) The reactants are C(Cl)CCl.[CH2:5]([C:7]1[C:15]2[C:10](=[CH:11][CH:12]=[CH:13][CH:14]=2)[NH:9][C:8]=1[CH2:16][NH:17][CH3:18])[CH3:6].Cl.[O:20]=[C:21]1[CH2:26][O:25][C:24]2[CH:27]=[C:28](/[CH:31]=[CH:32]/[C:33]([OH:35])=O)[CH:29]=[N:30][C:23]=2[NH:22]1.C1C=CC2N(O)N=NC=2C=1.CCN(C(C)C)C(C)C. The catalyst is CN(C=O)C.O. The product is [CH2:5]([C:7]1[C:15]2[C:10](=[CH:11][CH:12]=[CH:13][CH:14]=2)[NH:9][C:8]=1[CH2:16][N:17]([CH3:18])[C:33](=[O:35])/[CH:32]=[CH:31]/[C:28]1[CH:29]=[N:30][C:23]2[NH:22][C:21](=[O:20])[CH2:26][O:25][C:24]=2[CH:27]=1)[CH3:6]. The yield is 0.420. (2) The product is [CH2:7]([O:6][C:4](=[O:5])[CH2:3][NH:2][C:44](=[O:45])[CH2:43][CH2:42][C@H:31]([NH:30][C:28]([O:27][C:23]([CH3:25])([CH3:24])[CH3:26])=[O:29])[C:32]([O:34][CH2:35][C:36]1[CH:37]=[CH:38][CH:39]=[CH:40][CH:41]=1)=[O:33])[C:8]1[CH:13]=[CH:12][CH:11]=[CH:10][CH:9]=1. The reactants are Cl.[NH2:2][CH2:3][C:4]([O:6][CH2:7][C:8]1[CH:13]=[CH:12][CH:11]=[CH:10][CH:9]=1)=[O:5].CCN(C(C)C)C(C)C.[C:23]([O:27][C:28]([NH:30][C@@H:31]([CH2:42][CH2:43][C:44](SC1C=CC(F)=CC=1)=[O:45])[C:32]([O:34][CH2:35][C:36]1[CH:41]=[CH:40][CH:39]=[CH:38][CH:37]=1)=[O:33])=[O:29])([CH3:26])([CH3:25])[CH3:24]. The catalyst is CN(C=O)C.O. The yield is 0.910. (3) The reactants are [OH:1][C:2]1[C:7]([CH3:8])=[N:6][N:5]([CH3:9])[C:4](=[O:10])[C:3]=1C(OC)=O.Cl. The catalyst is O1CCOCC1.CCOC(C)=O. The product is [OH:1][C:2]1[C:7]([CH3:8])=[N:6][N:5]([CH3:9])[C:4](=[O:10])[CH:3]=1. The yield is 0.350. (4) The reactants are [CH3:1][O:2][C:3]1[CH:4]=[C:5]([CH:24]=[CH:25][C:26]=1[O:27][CH3:28])[CH2:6][NH:7][C:8]1[N:13]2[N:14]=[C:15]([C:17]3[O:18][CH:19]=[CH:20][CH:21]=3)[N:16]=[C:12]2[C:11]([CH:22]=[O:23])=[CH:10][N:9]=1.C(N(CC)CC)C.[C:36]([O:40][C:41](O[C:41]([O:40][C:36]([CH3:39])([CH3:38])[CH3:37])=[O:42])=[O:42])([CH3:39])([CH3:38])[CH3:37].CN(C1C=CC=CN=1)C. The catalyst is ClCCl.C(OCC)(=O)C. The product is [C:36]([O:40][C:41]([N:7]([C:8]1[N:13]2[N:14]=[C:15]([C:17]3[O:18][CH:19]=[CH:20][CH:21]=3)[N:16]=[C:12]2[C:11]([CH:22]=[O:23])=[CH:10][N:9]=1)[CH2:6][C:5]1[CH:24]=[CH:25][C:26]([O:27][CH3:28])=[C:3]([O:2][CH3:1])[CH:4]=1)=[O:42])([CH3:39])([CH3:38])[CH3:37]. The yield is 0.950. (5) The reactants are [Cl:1][C:2]1[C:7]([C:8]([OH:10])=O)=[C:6]([NH:11][C:12]2[CH:17]=[CH:16][C:15]([F:18])=[CH:14][CH:13]=2)[C:5]([N+:19]([O-:21])=[O:20])=[CH:4][CH:3]=1.O=P(Cl)(Cl)Cl. The catalyst is C(Cl)(Cl)Cl. The product is [Cl:1][C:2]1[C:7]2[C:8](=[O:10])[C:17]3[C:12](=[CH:13][CH:14]=[C:15]([F:18])[CH:16]=3)[NH:11][C:6]=2[C:5]([N+:19]([O-:21])=[O:20])=[CH:4][CH:3]=1. The yield is 0.870. (6) The catalyst is O1CCOCC1.CCOC(C)=O. The yield is 0.950. The product is [ClH:34].[F:1][C@H:2]1[CH2:6][CH2:5][NH:4][C@@H:3]1[C:14]([NH:15][CH2:16][C:17]1[CH:22]=[C:21]([C:23]2[CH:24]=[N:25][C:26]([C:29]([F:32])([F:31])[F:30])=[CH:27][CH:28]=2)[N:20]=[CH:19][N:18]=1)=[O:33]. The reactants are [F:1][C@H:2]1[CH2:6][CH2:5][N:4](C(OC(C)(C)C)=O)[C@@H:3]1[C:14](=[O:33])[NH:15][CH2:16][C:17]1[CH:22]=[C:21]([C:23]2[CH:24]=[N:25][C:26]([C:29]([F:32])([F:31])[F:30])=[CH:27][CH:28]=2)[N:20]=[CH:19][N:18]=1.[ClH:34]. (7) The reactants are C([S:8][C:9]1[CH:10]=[C:11]2[C:16](=[CH:17][CH:18]=1)[C:15]([C:19]1[CH:24]=[CH:23][C:22]([Cl:25])=[CH:21][C:20]=1[O:26][CH3:27])=[N:14][CH:13]=[CH:12]2)C1C=CC=CC=1.ClN1C(C)(C)C(=[O:36])N(Cl)C1=O.[F:39][C:40]1[C:45]([F:46])=[C:44]([F:47])[C:43]([F:48])=[C:42]([F:49])[C:41]=1[OH:50].C(N(CC)CC)C.[OH2:58]. The catalyst is C(O)(=O)C.C(#N)C. The product is [Cl:25][C:22]1[CH:23]=[CH:24][C:19]([C:15]2[C:16]3[C:11](=[CH:10][C:9]([S:8]([O:50][C:41]4[C:40]([F:39])=[C:45]([F:46])[C:44]([F:47])=[C:43]([F:48])[C:42]=4[F:49])(=[O:36])=[O:58])=[CH:18][CH:17]=3)[CH:12]=[CH:13][N:14]=2)=[C:20]([O:26][CH3:27])[CH:21]=1. The yield is 0.469. (8) The yield is 0.480. The product is [CH2:1]([NH:3][S:14]([C:11]1[CH:10]=[CH:9][C:8]([NH:7][C:4](=[O:6])[CH3:5])=[CH:13][CH:12]=1)(=[O:16])=[O:15])[CH3:2]. The reactants are [CH2:1]([NH2:3])[CH3:2].[C:4]([NH:7][C:8]1[CH:13]=[CH:12][C:11]([S:14](Cl)(=[O:16])=[O:15])=[CH:10][CH:9]=1)(=[O:6])[CH3:5]. The catalyst is O1CCOCC1. (9) The reactants are [C:1]([OH:10])(=[O:9])[C:2]1[C:3](=[CH:5][CH:6]=[CH:7][CH:8]=1)[NH2:4].[C:11](Cl)(=[O:14])[CH2:12][CH3:13].O. The catalyst is CN(C=O)C. The product is [C:11]([NH:4][C:3]1[CH:5]=[CH:6][CH:7]=[CH:8][C:2]=1[C:1]([OH:10])=[O:9])(=[O:14])[CH2:12][CH3:13]. The yield is 0.750.